This data is from Full USPTO retrosynthesis dataset with 1.9M reactions from patents (1976-2016). The task is: Predict the reactants needed to synthesize the given product. (1) Given the product [NH2:7][CH2:8][CH:9]1[C:18]2[C:13](=[CH:14][C:15]([O:19][CH2:20][CH2:21][CH2:22][CH2:23][N:24]3[CH2:25][CH2:26][N:27]([C:30]4[CH:35]=[CH:34][CH:33]=[C:32]([Cl:36])[C:31]=4[Cl:37])[CH2:28][CH2:29]3)=[CH:16][CH:17]=2)[NH:12][C:11](=[O:38])[CH2:10]1, predict the reactants needed to synthesize it. The reactants are: C(OC(=O)[NH:7][CH2:8][CH:9]1[C:18]2[C:13](=[CH:14][C:15]([O:19][CH2:20][CH2:21][CH2:22][CH2:23][N:24]3[CH2:29][CH2:28][N:27]([C:30]4[CH:35]=[CH:34][CH:33]=[C:32]([Cl:36])[C:31]=4[Cl:37])[CH2:26][CH2:25]3)=[CH:16][CH:17]=2)[NH:12][C:11](=[O:38])[CH2:10]1)(C)(C)C.C(O)(C(F)(F)F)=O. (2) Given the product [CH3:1][O:2][C:3]1[CH:4]=[CH:5][C:6]2[CH:10]=[C:9]([CH:11]3[CH2:16][CH2:15][NH:14][CH2:13][CH2:12]3)[S:8][C:7]=2[CH:17]=1, predict the reactants needed to synthesize it. The reactants are: [CH3:1][O:2][C:3]1[CH:4]=[CH:5][C:6]2[CH:10]=[C:9]([C:11]3[CH2:16][CH2:15][NH:14][CH2:13][CH:12]=3)[S:8][C:7]=2[CH:17]=1.FC(F)(F)CO. (3) Given the product [CH2:41]([N:15]1[CH2:14][C@H:13]([NH:12][C:11](=[O:39])[C@@H:9]([N:7]([CH3:8])[C:6](=[O:40])[O:5][C:1]([CH3:2])([CH3:3])[CH3:4])[CH3:10])[C:19](=[O:20])[N:18]([CH2:21][C:22]2[C:31]3[C:26](=[CH:27][C:28]([Br:32])=[CH:29][CH:30]=3)[CH:25]=[CH:24][C:23]=2[O:33][CH3:34])[C:17]2[CH:35]=[CH:36][CH:37]=[CH:38][C:16]1=2)[C:42]1[CH:47]=[CH:46][CH:45]=[CH:44][CH:43]=1, predict the reactants needed to synthesize it. The reactants are: [C:1]([O:5][C:6](=[O:40])[N:7]([C@H:9]([C:11](=[O:39])[NH:12][C@@H:13]1[C:19](=[O:20])[N:18]([CH2:21][C:22]2[C:31]3[C:26](=[CH:27][C:28]([Br:32])=[CH:29][CH:30]=3)[CH:25]=[CH:24][C:23]=2[O:33][CH3:34])[C:17]2[CH:35]=[CH:36][CH:37]=[CH:38][C:16]=2[NH:15][CH2:14]1)[CH3:10])[CH3:8])([CH3:4])([CH3:3])[CH3:2].[CH2:41](Br)[C:42]1[CH:47]=[CH:46][CH:45]=[CH:44][CH:43]=1.C([O-])([O-])=O.[Cs+].[Cs+].[Na+].[I-]. (4) Given the product [OH:34][CH2:18][CH2:17][C:13]1[C:12](=[O:19])[N:11]([C:3]2[CH:4]=[CH:5][C:6]([N+:8]([O-:10])=[O:9])=[CH:7][C:2]=2[CH3:1])[CH:16]=[CH:15][CH:14]=1, predict the reactants needed to synthesize it. The reactants are: [CH3:1][C:2]1[CH:7]=[C:6]([N+:8]([O-:10])=[O:9])[CH:5]=[CH:4][C:3]=1[N:11]1[CH:16]=[CH:15][CH:14]=[C:13]([CH:17]=[CH2:18])[C:12]1=[O:19].C12BC(CCC1)CCC2.[OH-].[Na+].OO.S(OS([O-])=O)([O-])=[O:34].[Na+].[Na+]. (5) Given the product [Br:11][C:8]1[CH:9]=[CH:10][C:5]([C:3]2[N:29]=[C:27]([NH:26][C:17]3[CH:18]=[C:19]([S:22]([NH2:25])(=[O:23])=[O:24])[CH:20]=[CH:21][C:16]=3[O:15][CH:12]([CH3:13])[CH3:14])[S:28][CH:2]=2)=[CH:6][CH:7]=1, predict the reactants needed to synthesize it. The reactants are: Br[CH2:2][C:3]([C:5]1[CH:10]=[CH:9][C:8]([Br:11])=[CH:7][CH:6]=1)=O.[CH:12]([O:15][C:16]1[CH:21]=[CH:20][C:19]([S:22]([NH2:25])(=[O:24])=[O:23])=[CH:18][C:17]=1[NH:26][C:27]([NH2:29])=[S:28])([CH3:14])[CH3:13]. (6) Given the product [CH3:35][O:34][C:27]1[CH:28]=[CH:29][C:30]([O:32][CH3:33])=[CH:31][C:26]=1[S:23]([N:8]([CH2:7][C:6]([OH:36])=[O:5])[C:9]1[S:10][CH:11]=[C:12]([C:14]2[CH:19]=[CH:18][C:17]([CH:20]([CH3:22])[CH3:21])=[CH:16][CH:15]=2)[N:13]=1)(=[O:24])=[O:25], predict the reactants needed to synthesize it. The reactants are: C([O:5][C:6](=[O:36])[CH2:7][N:8]([S:23]([C:26]1[CH:31]=[C:30]([O:32][CH3:33])[CH:29]=[CH:28][C:27]=1[O:34][CH3:35])(=[O:25])=[O:24])[C:9]1[S:10][CH:11]=[C:12]([C:14]2[CH:19]=[CH:18][C:17]([CH:20]([CH3:22])[CH3:21])=[CH:16][CH:15]=2)[N:13]=1)(C)(C)C.